From a dataset of Forward reaction prediction with 1.9M reactions from USPTO patents (1976-2016). Predict the product of the given reaction. (1) Given the reactants N([O-])=O.[Na+].[CH2:5]([O:7][C:8](=[O:22])[C:9]1[CH:14]=[C:13]([C:15]([F:18])([F:17])[F:16])[C:12]([CH:19]=[O:20])=[CH:11][C:10]=1N)[CH3:6].C(=O)(O)[O-].[Na+], predict the reaction product. The product is: [CH2:5]([O:7][C:8](=[O:22])[C:9]1[CH:10]=[CH:11][C:12]([CH:19]=[O:20])=[C:13]([C:15]([F:17])([F:16])[F:18])[CH:14]=1)[CH3:6]. (2) Given the reactants Cl[C:2]1[N:7]=[C:6]([Cl:8])[N:5]=[C:4]([Cl:9])[N:3]=1.[Br:10][C:11]1[CH:17]=[C:16]([CH3:18])[C:14]([NH2:15])=[C:13]([CH3:19])[CH:12]=1, predict the reaction product. The product is: [Br:10][C:11]1[CH:17]=[C:16]([CH3:18])[C:14]([NH:15][C:2]2[N:7]=[C:6]([Cl:8])[N:5]=[C:4]([Cl:9])[N:3]=2)=[C:13]([CH3:19])[CH:12]=1. (3) The product is: [CH:26]1([C:2]2[C:3]([N:11]3[CH2:16][CH2:15][CH:14]([O:17][C:18](=[O:25])[C:19]4[CH:24]=[CH:23][CH:22]=[CH:21][CH:20]=4)[CH2:13][CH2:12]3)=[N:4][CH:5]=[C:6]([N+:8]([O-:10])=[O:9])[CH:7]=2)[CH2:28][CH2:27]1. Given the reactants Cl[C:2]1[C:3]([N:11]2[CH2:16][CH2:15][CH:14]([O:17][C:18](=[O:25])[C:19]3[CH:24]=[CH:23][CH:22]=[CH:21][CH:20]=3)[CH2:13][CH2:12]2)=[N:4][CH:5]=[C:6]([N+:8]([O-:10])=[O:9])[CH:7]=1.[CH:26]1(B(O)O)[CH2:28][CH2:27]1.P([O-])([O-])([O-])=O.[K+].[K+].[K+].O, predict the reaction product. (4) Given the reactants Br[C:2]1[CH:7]=[CH:6][CH:5]=[CH:4][C:3]=1[N:8]([CH2:22][C:23]1[CH:28]=[CH:27][C:26]([O:29][CH3:30])=[CH:25][CH:24]=1)[C:9]([CH:11]1[CH2:14][N:13]([C:15]([O:17][C:18]([CH3:21])([CH3:20])[CH3:19])=[O:16])[CH2:12]1)=[O:10].C(O[Na])(C)(C)C, predict the reaction product. The product is: [CH3:30][O:29][C:26]1[CH:27]=[CH:28][C:23]([CH2:22][N:8]2[C:3]3[C:2](=[CH:7][CH:6]=[CH:5][CH:4]=3)[C:11]3([CH2:12][N:13]([C:15]([O:17][C:18]([CH3:20])([CH3:21])[CH3:19])=[O:16])[CH2:14]3)[C:9]2=[O:10])=[CH:24][CH:25]=1.